From a dataset of Forward reaction prediction with 1.9M reactions from USPTO patents (1976-2016). Predict the product of the given reaction. (1) The product is: [C:16]([O:24][N:25]([CH2:26][CH2:27][CH2:28][CH2:29][NH:30][C:31]([O:32][C:33]([CH3:36])([CH3:35])[CH3:34])=[O:37])[C:10](=[O:12])/[CH:9]=[CH:8]/[C:7]([O:14][CH3:15])=[O:13])(=[O:23])[C:17]1[CH:18]=[CH:19][CH:20]=[CH:21][CH:22]=1. Given the reactants C(Cl)(=O)C(Cl)=O.[C:7]([O:14][CH3:15])(=[O:13])/[CH:8]=[CH:9]/[C:10]([O-:12])=O.[C:16]([O:24][NH:25][CH2:26][CH2:27][CH2:28][CH2:29][NH:30][C:31](=[O:37])[O:32][C:33]([CH3:36])([CH3:35])[CH3:34])(=[O:23])[C:17]1[CH:22]=[CH:21][CH:20]=[CH:19][CH:18]=1.C(N(CC)CC)C.[NH4+].[Cl-], predict the reaction product. (2) Given the reactants [CH3:1][C:2]([C:7]1[CH:12]=[CH:11][C:10]([O:13]C)=[CH:9][CH:8]=1)([CH3:6])[C:3]([OH:5])=[O:4].Cl.N1C=CC=CC=1.[OH-].[Na+], predict the reaction product. The product is: [CH3:6][C:2]([C:7]1[CH:8]=[CH:9][C:10]([OH:13])=[CH:11][CH:12]=1)([CH3:1])[C:3]([OH:5])=[O:4]. (3) The product is: [F:1][C:2]1[CH:7]=[C:6]([F:8])[CH:5]=[CH:4][C:3]=1[N:9]1[C:18]2[C:13](=[CH:14][CH:15]=[C:16]([C:19]3[C:20]([CH3:25])=[N:21][O:22][C:23]=3[CH3:24])[CH:17]=2)[C:12](=[O:26])[CH:11]=[C:10]1[CH:27]=[O:29]. Given the reactants [F:1][C:2]1[CH:7]=[C:6]([F:8])[CH:5]=[CH:4][C:3]=1[N:9]1[C:18]2[C:13](=[CH:14][CH:15]=[C:16]([C:19]3[C:20]([CH3:25])=[N:21][O:22][C:23]=3[CH3:24])[CH:17]=2)[C:12](=[O:26])[CH:11]=[C:10]1[CH3:27].[Se](=O)=[O:29].C(OCC)(=O)C.C(=O)(O)[O-].[Na+], predict the reaction product. (4) Given the reactants [CH:1]1([C:6]2[C:7]([O:15][CH2:16][C:17]([F:20])([F:19])[F:18])=[N:8][CH:9]=[C:10]([CH:14]=2)[C:11]([OH:13])=O)[CH2:5][CH2:4][CH2:3][CH2:2]1.[NH2:21][C:22]1[CH:29]=[CH:28][C:25]([C:26]#[N:27])=[CH:24][CH:23]=1, predict the reaction product. The product is: [C:26]([C:25]1[CH:28]=[CH:29][C:22]([NH:21][C:11](=[O:13])[C:10]2[CH:14]=[C:6]([CH:1]3[CH2:2][CH2:3][CH2:4][CH2:5]3)[C:7]([O:15][CH2:16][C:17]([F:20])([F:19])[F:18])=[N:8][CH:9]=2)=[CH:23][CH:24]=1)#[N:27]. (5) Given the reactants [CH:1]1([CH:7]=[O:8])[CH2:6][CH2:5][CH2:4][CH2:3][CH2:2]1.[CH3:9][Mg]Br, predict the reaction product. The product is: [CH:1]1([CH:7]([OH:8])[CH3:9])[CH2:6][CH2:5][CH2:4][CH2:3][CH2:2]1. (6) Given the reactants [S:1]([N:5]=[C:6]=O)N=C=O.[Na].[N:9]1C=CC=C[CH:10]=1.CS(ON=C(Cl)[C@H:22]1[CH2:26][O:25][C:24]2([CH2:31][CH2:30][CH2:29][CH2:28][CH2:27]2)[O:23]1)(=O)=O.[Br:33][C:34]1[CH:35]=[C:36]([O:41][C:42]2[C:43]([CH3:48])=[N:44][CH:45]=[CH:46][CH:47]=2)[C:37]([NH2:40])=[N:38][CH:39]=1, predict the reaction product. The product is: [Br:33][C:34]1[CH:35]=[C:36]([O:41][C:42]2[C:43]([CH3:48])=[N:44][CH:45]=[CH:46][CH:47]=2)[C:37]([NH:40][C:10]2[S:1][N:5]=[C:6]([C@H:26]3[CH2:22][O:23][C:24]4([CH2:27][CH2:28][CH2:29][CH2:30][CH2:31]4)[O:25]3)[N:9]=2)=[N:38][CH:39]=1. (7) Given the reactants [Cl:1][C:2]1[CH:3]=[C:4]([CH:8]([CH:10]2[CH2:15][CH2:14][O:13][CH2:12][CH2:11]2)O)[CH:5]=[CH:6][CH:7]=1.O.C(#N)C.C(O)(C(F)(F)F)=O.C1(CC([N:38]2[C:46]3[CH:45]=[C:44]([C:47]([O:49][CH3:50])=[O:48])[CH:43]=[CH:42][C:41]=3[C:40]3[N:51]=[CH:52][C:53]([C:55]4[N:59]([CH3:60])[N:58]=[N:57][C:56]=4[CH3:61])=[CH:54][C:39]2=3)C2CCOCC2)CC1, predict the reaction product. The product is: [Cl:1][C:2]1[CH:3]=[C:4]([CH:8]([CH:10]2[CH2:15][CH2:14][O:13][CH2:12][CH2:11]2)[N:38]2[C:46]3[CH:45]=[C:44]([C:47]([O:49][CH3:50])=[O:48])[CH:43]=[CH:42][C:41]=3[C:40]3[N:51]=[CH:52][C:53]([C:55]4[N:59]([CH3:60])[N:58]=[N:57][C:56]=4[CH3:61])=[CH:54][C:39]2=3)[CH:5]=[CH:6][CH:7]=1.